Dataset: Forward reaction prediction with 1.9M reactions from USPTO patents (1976-2016). Task: Predict the product of the given reaction. (1) The product is: [Cl:1][C:2]1[N:3]=[CH:4][C:5]([NH:8][CH:10]([CH3:12])[CH3:9])=[CH:6][CH:7]=1. Given the reactants [Cl:1][C:2]1[CH:7]=[CH:6][C:5]([NH2:8])=[CH:4][N:3]=1.[CH3:9][C:10]([CH3:12])=O.[BH-](OC(C)=O)(OC(C)=O)OC(C)=O.[Na+].CC(O)=O, predict the reaction product. (2) Given the reactants [NH2:1][C:2]1[CH:14]=[CH:13][C:5]2[S:6][C:7]3[CH:12]=[CH:11][CH:10]=[CH:9][C:8]=3[C:4]=2[CH:3]=1.[C:15](Cl)(=[O:17])[CH3:16], predict the reaction product. The product is: [C:15]([NH:1][C:2]1[CH:14]=[CH:13][C:5]2[S:6][C:7]3[CH:12]=[CH:11][CH:10]=[CH:9][C:8]=3[C:4]=2[CH:3]=1)(=[O:17])[CH3:16]. (3) Given the reactants [C:1]([C:3]1([CH2:15][CH2:16][O:17][C:18]2[CH:27]=[C:26]3[C:21]([CH2:22][CH2:23][NH:24][CH2:25]3)=[CH:20][CH:19]=2)[CH2:8][CH2:7][N:6]([C:9]2[CH:14]=[CH:13][N:12]=[CH:11][CH:10]=2)[CH2:5][CH2:4]1)#[N:2].C(N(C(C)C)CC)(C)C.[ClH:37].[N:38]1([C:43](N)=[NH:44])C=CC=N1, predict the reaction product. The product is: [ClH:37].[ClH:37].[C:1]([C:3]1([CH2:15][CH2:16][O:17][C:18]2[CH:27]=[C:26]3[C:21]([CH2:22][CH2:23][N:24]([C:43]([NH2:44])=[NH:38])[CH2:25]3)=[CH:20][CH:19]=2)[CH2:4][CH2:5][N:6]([C:9]2[CH:10]=[CH:11][N:12]=[CH:13][CH:14]=2)[CH2:7][CH2:8]1)#[N:2]. (4) Given the reactants Cl.N1C[CH2:6][C:5](=[C:8]2[CH:24]=[CH:23][CH:22]=[C:10]([O:11][C:12]3[CH:17]=[CH:16][C:15]([C:18]([F:21])([F:20])[F:19])=[CH:14][N:13]=3)[CH:9]2C)CC1.[CH3:26][O:27][C:28]1[N:33]=[N:32][C:31]([NH:34]C(=O)OC2C=CC=CC=2)=[CH:30][CH:29]=1.[CH:44]([N:47]([CH:50]([CH3:52])C)[CH2:48][CH3:49])(C)C.CS(C)=[O:55], predict the reaction product. The product is: [CH3:26][O:27][C:28]1[N:33]=[N:32][C:31]([NH:34][C:44]([N:47]2[CH2:48][CH2:49][C:6](=[CH:5][C:8]3[CH:24]=[CH:23][CH:22]=[C:10]([O:11][C:12]4[CH:17]=[CH:16][C:15]([C:18]([F:19])([F:20])[F:21])=[CH:14][N:13]=4)[CH:9]=3)[CH2:52][CH2:50]2)=[O:55])=[CH:30][CH:29]=1.